The task is: Predict the product of the given reaction.. This data is from Forward reaction prediction with 1.9M reactions from USPTO patents (1976-2016). (1) Given the reactants [Br:1][C:2]1[CH:3]=[CH:4][C:5]([O:9][CH3:10])=[C:6]([OH:8])[CH:7]=1.C([O-])([O-])=O.[K+].[K+].Br[CH2:18][C:19]1[CH:24]=[CH:23][CH:22]=[CH:21][CH:20]=1, predict the reaction product. The product is: [CH2:18]([O:8][C:6]1[CH:7]=[C:2]([Br:1])[CH:3]=[CH:4][C:5]=1[O:9][CH3:10])[C:19]1[CH:24]=[CH:23][CH:22]=[CH:21][CH:20]=1. (2) Given the reactants [CH3:1][O:2][C:3]1[CH:8]=[C:7](B2OC(C)(C)C(C)(C)O2)[CH:6]=[CH:5][C:4]=1[OH:18].Br[C:20]1[CH:25]=[CH:24][C:23]([CH:26]([C:31]([O:33][CH3:34])=[O:32])[C:27]([O:29][CH3:30])=[O:28])=[C:22]([N+:35]([O-:37])=[O:36])[CH:21]=1.C(=O)([O-])[O-].[Na+].[Na+], predict the reaction product. The product is: [OH:18][C:4]1[CH:5]=[CH:6][C:7]([C:20]2[CH:25]=[CH:24][C:23]([CH:26]([C:31]([O:33][CH3:34])=[O:32])[C:27]([O:29][CH3:30])=[O:28])=[C:22]([N+:35]([O-:37])=[O:36])[CH:21]=2)=[CH:8][C:3]=1[O:2][CH3:1]. (3) Given the reactants [C:1]1([C:7]2[CH:8]=[C:9]([C:16](Cl)=[O:17])[S:10][C:11]=2[C:12]([F:15])([F:14])[F:13])[CH:6]=[CH:5][CH:4]=[CH:3][CH:2]=1.[NH2:19][C:20]1[CH:27]=[CH:26][C:23]([C:24]#[N:25])=[CH:22][CH:21]=1.C(N(CC)CC)C, predict the reaction product. The product is: [C:24]([C:23]1[CH:26]=[CH:27][C:20]([NH:19][C:16]([C:9]2[S:10][C:11]([C:12]([F:15])([F:14])[F:13])=[C:7]([C:1]3[CH:6]=[CH:5][CH:4]=[CH:3][CH:2]=3)[CH:8]=2)=[O:17])=[CH:21][CH:22]=1)#[N:25]. (4) Given the reactants [ClH:1].[OH:2][C@H:3]([C:27]1[CH:32]=[CH:31][C:30]([OH:33])=[CH:29][CH:28]=1)[C@@H:4]([NH:6][CH2:7][CH2:8][O:9][C:10]1[C:15]([CH3:16])=[CH:14][C:13]([C:17]2[CH:22]=[CH:21][C:20]([C:23]([OH:25])=[O:24])=[CH:19][CH:18]=2)=[CH:12][C:11]=1[CH3:26])[CH3:5], predict the reaction product. The product is: [ClH:1].[OH:2][C@H:3]([C:27]1[CH:32]=[CH:31][C:30]([OH:33])=[CH:29][CH:28]=1)[C@@H:4]([NH:6][CH2:7][CH2:8][O:9][C:10]1[C:15]([CH3:16])=[CH:14][C:13]([C:17]2[CH:22]=[CH:21][C:20]([C:23]([OH:25])=[O:24])=[CH:19][CH:18]=2)=[CH:12][C:11]=1[CH3:26])[CH3:5].